Task: Predict the reactants needed to synthesize the given product.. Dataset: Full USPTO retrosynthesis dataset with 1.9M reactions from patents (1976-2016) (1) The reactants are: [CH3:1][S:2][C:3]1[S:4][CH:5]=[CH:6][N:7]=1.[O:8]1[C:12]2([CH2:17][CH2:16][C:15](=[O:18])[CH2:14][CH2:13]2)[O:11][CH2:10][CH2:9]1. Given the product [CH3:1][S:2][C:3]1[S:4][C:5]([C:15]2([OH:18])[CH2:16][CH2:17][C:12]3([O:11][CH2:10][CH2:9][O:8]3)[CH2:13][CH2:14]2)=[CH:6][N:7]=1, predict the reactants needed to synthesize it. (2) Given the product [CH3:21][C@@H:6]1[C:5](=[CH2:4])[C:10](=[O:11])[CH:9]=[C:8]([C:12]2[CH:17]=[CH:16][N:15]=[CH:14][C:13]=2[N+:18]([O-:20])=[O:19])[CH2:7]1, predict the reactants needed to synthesize it. The reactants are: CN([CH2:4][CH:5]1[C:10](=[O:11])[CH:9]=[C:8]([C:12]2[CH:17]=[CH:16][N:15]=[CH:14][C:13]=2[N+:18]([O-:20])=[O:19])[CH2:7][C@@H:6]1[CH3:21])C.CI.C([O-])(O)=O.[Na+]. (3) The reactants are: C(OC(=O)[NH:7][C:8]([C:11]1[CH:16]=[CH:15][C:14]([C:17]2[CH:22]=[CH:21][C:20]([C@H:23]3[O:27]C(C)(C)[N:25]([C:30](=[O:34])[CH:31]([Cl:33])[Cl:32])[C@@H:24]3[CH2:35][F:36])=[CH:19][CH:18]=2)=[CH:13][CH:12]=1)([CH3:10])[CH3:9])(C)(C)C.C(O)(C(F)(F)F)=O.C([O-])(O)=O.[Na+]. Given the product [NH2:7][C:8]([C:11]1[CH:16]=[CH:15][C:14]([C:17]2[CH:22]=[CH:21][C:20]([C@@H:23]([OH:27])[C@H:24]([NH:25][C:30](=[O:34])[CH:31]([Cl:33])[Cl:32])[CH2:35][F:36])=[CH:19][CH:18]=2)=[CH:13][CH:12]=1)([CH3:10])[CH3:9], predict the reactants needed to synthesize it. (4) Given the product [CH2:18]([O:11][C:10]([C:3]1[C:2]([OH:1])=[C:7]([O:8][CH3:9])[CH:6]=[CH:5][N:4]=1)=[O:12])[CH3:19], predict the reactants needed to synthesize it. The reactants are: [OH:1][C:2]1[C:3]([C:10]([OH:12])=[O:11])=[N:4][CH:5]=[CH:6][C:7]=1[O:8][CH3:9].S(=O)(=O)(O)O.[CH2:18](O)[CH3:19]. (5) The reactants are: C(N[C:9](=[O:37])[CH:10]([CH:31]1[CH2:36][CH2:35][CH2:34][CH2:33][CH2:32]1)[N:11]1[C:15]2[CH:16]=[C:17]([F:21])[C:18]([F:20])=[CH:19][C:14]=2[N:13]=[C:12]1[C@@H:22]([O:29][CH3:30])[C:23]1[CH:28]=[CH:27][CH:26]=[CH:25][CH:24]=1)C1C=CC=CC=1.C([O:42]C(OC(OC(C)(C)C)=O)=O)(C)(C)C.O.[OH-].[Li+].Cl. Given the product [CH:31]1([CH:10]([N:11]2[C:15]3[CH:16]=[C:17]([F:21])[C:18]([F:20])=[CH:19][C:14]=3[N:13]=[C:12]2[C@@H:22]([O:29][CH3:30])[C:23]2[CH:24]=[CH:25][CH:26]=[CH:27][CH:28]=2)[C:9]([OH:42])=[O:37])[CH2:36][CH2:35][CH2:34][CH2:33][CH2:32]1, predict the reactants needed to synthesize it.